Dataset: NCI-60 drug combinations with 297,098 pairs across 59 cell lines. Task: Regression. Given two drug SMILES strings and cell line genomic features, predict the synergy score measuring deviation from expected non-interaction effect. (1) Drug 1: CC1=C(C=C(C=C1)NC(=O)C2=CC=C(C=C2)CN3CCN(CC3)C)NC4=NC=CC(=N4)C5=CN=CC=C5. Drug 2: C(CC(=O)O)C(=O)CN.Cl. Cell line: SF-295. Synergy scores: CSS=2.82, Synergy_ZIP=-0.292, Synergy_Bliss=4.24, Synergy_Loewe=0.646, Synergy_HSA=0.994. (2) Drug 1: C(CC(=O)O)C(=O)CN.Cl. Drug 2: CS(=O)(=O)OCCCCOS(=O)(=O)C. Cell line: SF-268. Synergy scores: CSS=22.0, Synergy_ZIP=-5.14, Synergy_Bliss=-0.447, Synergy_Loewe=-9.41, Synergy_HSA=-1.85. (3) Drug 2: CCN(CC)CCCC(C)NC1=C2C=C(C=CC2=NC3=C1C=CC(=C3)Cl)OC. Drug 1: C1=NNC2=C1C(=O)NC=N2. Cell line: COLO 205. Synergy scores: CSS=31.9, Synergy_ZIP=2.21, Synergy_Bliss=4.07, Synergy_Loewe=-17.0, Synergy_HSA=1.47.